This data is from Catalyst prediction with 721,799 reactions and 888 catalyst types from USPTO. The task is: Predict which catalyst facilitates the given reaction. (1) Reactant: [NH2:1][C@@H:2]1[C:8](=[O:9])[N:7]([CH2:10][CH2:11][O:12][CH2:13][C:14]2[CH:19]=[CH:18][CH:17]=[CH:16][CH:15]=2)[C:6]2[CH:20]=[CH:21][CH:22]=[CH:23][C:5]=2[C:4]2[CH:24]=[CH:25][CH:26]=[CH:27][C:3]1=2.[C:28](O)(=[O:32])[C@H:29]([CH3:31])[OH:30].ON1C2C=CC=CC=2N=N1.C(Cl)CCl. Product: [CH2:13]([O:12][CH2:11][CH2:10][N:7]1[C:8](=[O:9])[C@@H:2]([NH:1][C:28](=[O:32])[C@@H:29]([OH:30])[CH3:31])[C:3]2[CH:27]=[CH:26][CH:25]=[CH:24][C:4]=2[C:5]2[CH:23]=[CH:22][CH:21]=[CH:20][C:6]1=2)[C:14]1[CH:19]=[CH:18][CH:17]=[CH:16][CH:15]=1. The catalyst class is: 299. (2) Reactant: [N:1]1[CH:2]=[CH:3][N:4]2[C:9]([C:10]3[CH:16]=[CH:15][C:13]([NH2:14])=[CH:12][C:11]=3[CH3:17])=[CH:8][CH:7]=[CH:6][C:5]=12.Cl[C:19]1[C:24]2[CH:25]=[CH:26][O:27][C:23]=2[CH:22]=[CH:21][N:20]=1.C(=O)([O-])[O-].[Cs+].[Cs+].C1(P(C2C=CC=CC=2)C2C3OC4C(=CC=CC=4P(C4C=CC=CC=4)C4C=CC=CC=4)C(C)(C)C=3C=CC=2)C=CC=CC=1. Product: [N:1]1[CH:2]=[CH:3][N:4]2[C:9]([C:10]3[CH:16]=[CH:15][C:13]([NH:14][C:19]4[C:24]5[CH:25]=[CH:26][O:27][C:23]=5[CH:22]=[CH:21][N:20]=4)=[CH:12][C:11]=3[CH3:17])=[CH:8][CH:7]=[CH:6][C:5]=12. The catalyst class is: 160. (3) Reactant: [Cl:1][C:2]1[N:7]=[CH:6][C:5]([NH:8][C:9](=O)[C@H:10]([NH:12][S:13]([C:16]2[CH:21]=[CH:20][C:19]([Cl:22])=[CH:18][CH:17]=2)(=[O:15])=[O:14])[CH3:11])=[C:4]([NH:24][CH2:25][CH3:26])[CH:3]=1. Product: [Cl:22][C:19]1[CH:20]=[CH:21][C:16]([S:13]([NH:12][C@@H:10]([C:9]2[N:24]([CH2:25][CH3:26])[C:4]3[CH:3]=[C:2]([Cl:1])[N:7]=[CH:6][C:5]=3[N:8]=2)[CH3:11])(=[O:15])=[O:14])=[CH:17][CH:18]=1. The catalyst class is: 52. (4) Product: [Cl:1][C:2]1[CH:3]=[CH:4][C:5]([NH:8][C:9]([C:11]2[CH:16]=[C:15]([Cl:17])[CH:14]=[CH:13][C:12]=2[NH:18][C:19]([C:21]2[CH:26]=[CH:25][C:24]([S:27]([CH2:33][CH2:34][Br:56])(=[N:29][C:30](=[O:32])[CH3:31])=[O:28])=[CH:23][CH:22]=2)=[O:20])=[O:10])=[N:6][CH:7]=1. Reactant: [Cl:1][C:2]1[CH:3]=[CH:4][C:5]([NH:8][C:9]([C:11]2[CH:16]=[C:15]([Cl:17])[CH:14]=[CH:13][C:12]=2[NH:18][C:19]([C:21]2[CH:26]=[CH:25][C:24]([S:27]([CH2:33][CH2:34]O)(=[N:29][C:30](=[O:32])[CH3:31])=[O:28])=[CH:23][CH:22]=2)=[O:20])=[O:10])=[N:6][CH:7]=1.C1(P(C2C=CC=CC=2)C2C=CC=CC=2)C=CC=CC=1.C(Br)(Br)(Br)[Br:56]. The catalyst class is: 2. (5) Reactant: Br[C:2]1[CH:11]=[CH:10][C:9]2[C:4](=[CH:5][CH:6]=[CH:7][CH:8]=2)[CH:3]=1.[CH3:12][C:13]1[CH:19]=[C:18]([CH3:20])[CH:17]=[CH:16][C:14]=1[NH2:15].C(=O)([O-])[O-].[Cs+].[Cs+].C1C=CC(P(C2C(C3C(P(C4C=CC=CC=4)C4C=CC=CC=4)=CC=C4C=3C=CC=C4)=C3C(C=CC=C3)=CC=2)C2C=CC=CC=2)=CC=1. Product: [CH3:12][C:13]1[CH:19]=[C:18]([CH3:20])[CH:17]=[CH:16][C:14]=1[NH:15][C:2]1[CH:11]=[CH:10][C:9]2[C:4](=[CH:5][CH:6]=[CH:7][CH:8]=2)[CH:3]=1. The catalyst class is: 160.